This data is from Forward reaction prediction with 1.9M reactions from USPTO patents (1976-2016). The task is: Predict the product of the given reaction. (1) Given the reactants F[C:2](F)(F)[C:3]([OH:5])=O.[Cl:8][C:9]1[C:17]2[C:12](=[CH:13][CH:14]=[C:15]3OC[CH2:20][NH:19][CH:18]([CH3:23])[C:16]3=2)[N:11]([S:24]([C:27]2[CH:32]=[CH:31][CH:30]=[CH:29][CH:28]=2)(=[O:26])=[O:25])[CH:10]=1.C=O.C(O[BH-](OC(=O)C)OC(=O)C)(=O)C.[Na+], predict the reaction product. The product is: [Cl:8][C:9]1[C:17]2[C:12](=[CH:13][CH:14]=[C:15]3[O:5][CH2:3][CH2:2][N:19]([CH3:20])[CH:18]([CH3:23])[C:16]3=2)[N:11]([S:24]([C:27]2[CH:32]=[CH:31][CH:30]=[CH:29][CH:28]=2)(=[O:26])=[O:25])[CH:10]=1. (2) Given the reactants C([N:3]([CH2:6][CH3:7])[CH2:4]C)C.C1C=CC([O:14]P(OC2C=CC=CC=2)(N=[N+]=[N-])=O)=CC=1.[Cl:27][C:28]1[CH:33]=[CH:32][C:31]([S:34]([CH:37]([C:44]2[CH:49]=[C:48]([F:50])[CH:47]=[CH:46][C:45]=2[F:51])[CH2:38]CCC(O)=O)(=[O:36])=[O:35])=[CH:30][CH:29]=1.[I:52][CH2:53][CH2:54][OH:55], predict the reaction product. The product is: [Cl:27][C:28]1[CH:33]=[CH:32][C:31]([S:34]([CH:37]([C:44]2[CH:49]=[C:48]([F:50])[CH:47]=[CH:46][C:45]=2[F:51])[CH2:38][CH2:7][CH2:6][NH:3][C:4](=[O:14])[O:55][CH2:54][CH2:53][I:52])(=[O:36])=[O:35])=[CH:30][CH:29]=1. (3) Given the reactants [Cl:1][C:2]1[CH:8]=[CH:7][C:5](N)=[C:4]([O:9][C:10]([F:13])([F:12])[F:11])[CH:3]=1.N([O-])=O.[Na+].NC(N)=O.[I-:22].[K+], predict the reaction product. The product is: [Cl:1][C:2]1[CH:8]=[CH:7][C:5]([I:22])=[C:4]([O:9][C:10]([F:13])([F:12])[F:11])[CH:3]=1. (4) Given the reactants [CH:1]1[C:14]2[C:5](=[CH:6][C:7]3[C:12]([CH:13]=2)=[CH:11][CH:10]=[CH:9][CH:8]=3)[CH:4]=[CH:3][CH:2]=1.[C:15](O)([CH3:18])([CH3:17])[CH3:16].O, predict the reaction product. The product is: [C:15]([C:2]1[CH:3]=[CH:4][C:5]2[C:14](=[CH:13][C:12]3[C:7]([CH:6]=2)=[CH:8][C:9]([C:5]([CH3:14])([CH3:6])[CH3:4])=[CH:10][CH:11]=3)[CH:1]=1)([CH3:18])([CH3:17])[CH3:16]. (5) Given the reactants [C:1]([C:3]1[CH:4]=[C:5]([S:9](Cl)(=[O:11])=[O:10])[CH:6]=[CH:7][CH:8]=1)#[N:2].C([N:15](CC)CC)C.[NH2:20][C@@H:21]1[CH2:25][CH2:24][N:23]([C:26](OC(C)(C)C)=O)[CH2:22]1.CCN(C(C)C)C(C)C.BrC#N, predict the reaction product. The product is: [C:1]([C:3]1[CH:4]=[C:5]([S:9]([NH:20][C@@H:21]2[CH2:25][CH2:24][N:23]([C:26]#[N:15])[CH2:22]2)(=[O:11])=[O:10])[CH:6]=[CH:7][CH:8]=1)#[N:2]. (6) Given the reactants C[Si](C)(C)[C:3]#[C:4][CH2:5][CH2:6][CH:7]=[C:8]([CH3:20])[CH2:9][CH2:10][CH:11]=[C:12]([CH3:19])[CH2:13][CH2:14][CH:15]=[C:16]([CH3:18])[CH3:17].CC[O-].[Na+], predict the reaction product. The product is: [CH3:20][C:8]([CH2:9][CH2:10][CH:11]=[C:12]([CH3:19])[CH2:13][CH2:14][CH:15]=[C:16]([CH3:18])[CH3:17])=[CH:7][CH2:6][CH2:5][C:4]#[CH:3].